From a dataset of M1 muscarinic receptor antagonist screen with 61,756 compounds. Binary Classification. Given a drug SMILES string, predict its activity (active/inactive) in a high-throughput screening assay against a specified biological target. (1) The drug is O(c1c(c2nc(N(C)C(=O)C)nc(n2)C)cccc1)C(=O)C. The result is 0 (inactive). (2) The compound is S(CC(=O)N1CCC(CC1)C)c1oc(nn1)CNC(=O)c1cc(OC)c(OC)cc1. The result is 0 (inactive). (3) The compound is s1c2n(cc(n2)c2ccc(OC)cc2)cc1. The result is 0 (inactive). (4) The drug is O1c2n[nH]c(c2C(c2cc(OC)cc(OC)c2)C(=C1N)C#N)CCC. The result is 0 (inactive). (5) The compound is OC(c1n(c(nc1)C(C)C)C)c1ccc(C(C)C)cc1. The result is 0 (inactive).